From a dataset of Full USPTO retrosynthesis dataset with 1.9M reactions from patents (1976-2016). Predict the reactants needed to synthesize the given product. (1) Given the product [NH2:1][C:4]1[CH:12]=[C:11]2[C:7]([CH2:8][CH2:9][N:10]2[CH2:19][C:20]([O:22][CH3:23])=[O:21])=[CH:6][CH:5]=1, predict the reactants needed to synthesize it. The reactants are: [N+:1]([C:4]1[CH:12]=[C:11]2[C:7]([CH2:8][CH2:9][NH:10]2)=[CH:6][CH:5]=1)([O-])=O.C(=O)([O-])O.[Na+].Br[CH2:19][C:20]([O:22][CH3:23])=[O:21]. (2) Given the product [F:25][C:26]1[CH:27]=[CH:28][C:29]([CH2:30][N:31]2[CH2:35][CH2:34][N:33]([C:36]3[S:40][C:39]([C:41]([NH:57][CH2:56][C:53]4[CH:54]=[N:55][C:50]([C:49]([F:59])([F:48])[F:58])=[CH:51][CH:52]=4)=[O:42])=[C:38]([CH3:44])[CH:37]=3)[C:32]2=[O:45])=[CH:46][CH:47]=1, predict the reactants needed to synthesize it. The reactants are: CC1C=C(N2CCN(CCOC3C=CC=CC=3)C2=O)SC=1C(O)=O.[F:25][C:26]1[CH:47]=[CH:46][C:29]([CH2:30][N:31]2[CH2:35][CH2:34][N:33]([C:36]3[S:40][C:39]([C:41](O)=[O:42])=[C:38]([CH3:44])[CH:37]=3)[C:32]2=[O:45])=[CH:28][CH:27]=1.[F:48][C:49]([F:59])([F:58])[C:50]1[N:55]=[CH:54][C:53]([CH2:56][NH2:57])=[CH:52][CH:51]=1. (3) The reactants are: [Si]([O:8][CH2:9][CH2:10][N:11]([C:29]1[C:38]2[C:33](=[CH:34][CH:35]=[CH:36][CH:37]=2)[CH:32]=[CH:31][CH:30]=1)[C:12](=[O:28])[CH2:13][C:14]1[CH:19]=[CH:18][C:17]([NH:20]C(=O)OC(C)(C)C)=[CH:16][CH:15]=1)(C(C)(C)C)(C)C.[C:39]([O:50][CH3:51])(=[O:49])[CH2:40][CH2:41][CH2:42][CH2:43][CH2:44][CH2:45][C:46]([O-])=[O:47].CCN=C=NCCCN(C)C. Given the product [OH:8][CH2:9][CH2:10][N:11]([C:29]1[C:38]2[C:33](=[CH:34][CH:35]=[CH:36][CH:37]=2)[CH:32]=[CH:31][CH:30]=1)[C:12](=[O:28])[CH2:13][C:14]1[CH:19]=[CH:18][C:17]([NH:20][C:46](=[O:47])[CH2:45][CH2:44][CH2:43][CH2:42][CH2:41][CH2:40][C:39]([O:50][CH3:51])=[O:49])=[CH:16][CH:15]=1, predict the reactants needed to synthesize it.